Task: Predict the reactants needed to synthesize the given product.. Dataset: Full USPTO retrosynthesis dataset with 1.9M reactions from patents (1976-2016) Given the product [ClH:16].[Br:1][C:2]1[CH:3]=[C:4]([CH:9]([OH:10])[C:11](=[NH:12])[O:15][CH2:13][CH3:14])[CH:5]=[CH:6][C:7]=1[F:8], predict the reactants needed to synthesize it. The reactants are: [Br:1][C:2]1[CH:3]=[C:4]([CH:9]([C:11]#[N:12])[OH:10])[CH:5]=[CH:6][C:7]=1[F:8].[CH2:13]([OH:15])[CH3:14].[ClH:16].